Dataset: Reaction yield outcomes from USPTO patents with 853,638 reactions. Task: Predict the reaction yield, written as a fraction of the theoretical maximum amount of product (1.0 means a 100% yield; for example, 0.34 means a 34% yield). (1) The reactants are C(#N)C.[F:4][C:5]1[CH:10]=[CH:9][CH:8]=[C:7]([F:11])[C:6]=1[N:12]1[C:17]2[N:18]=[C:19]([NH:37][CH2:38][C:39]3[NH:40][CH:41]=[CH:42][N:43]=3)[N:20]=[C:21]([C:22]3[CH:23]=[C:24]([CH:33]=[CH:34][C:35]=3[CH3:36])[C:25]([NH:27][C:28]3[S:29][CH:30]=[CH:31][N:32]=3)=[O:26])[C:16]=2[CH:15]=[CH:14][C:13]1=[O:44].[BrH:45]. The catalyst is O. The product is [BrH:45].[F:4][C:5]1[CH:10]=[CH:9][CH:8]=[C:7]([F:11])[C:6]=1[N:12]1[C:17]2[N:18]=[C:19]([NH:37][CH2:38][C:39]3[NH:43][CH:42]=[CH:41][N:40]=3)[N:20]=[C:21]([C:22]3[CH:23]=[C:24]([CH:33]=[CH:34][C:35]=3[CH3:36])[C:25]([NH:27][C:28]3[S:29][CH:30]=[CH:31][N:32]=3)=[O:26])[C:16]=2[CH:15]=[CH:14][C:13]1=[O:44]. The yield is 0.520. (2) The reactants are [CH3:1][C:2]([CH3:29])([CH3:28])[C:3]([O:5][C:6]1[CH:15]=[C:14]2[C:9]([C:10]([CH2:17][C:18](=[O:27])[NH:19][CH2:20][CH2:21][CH2:22][CH2:23][CH2:24][CH2:25][OH:26])=[CH:11][C:12](=[O:16])[O:13]2)=[CH:8][CH:7]=1)=[O:4].C(N(CC)CC)C.[CH:37]([N:40]([CH:48]([CH3:50])[CH3:49])[P:41](Cl)[O:42][CH2:43][CH2:44][C:45]#[N:46])([CH3:39])[CH3:38].CO. The catalyst is C(Cl)Cl. The product is [CH3:1][C:2]([CH3:29])([CH3:28])[C:3]([O:5][C:6]1[CH:15]=[C:14]2[C:9]([C:10]([CH2:17][C:18](=[O:27])[NH:19][CH2:20][CH2:21][CH2:22][CH2:23][CH2:24][CH2:25][O:26][P:41]([N:40]([CH:48]([CH3:50])[CH3:49])[CH:37]([CH3:38])[CH3:39])[O:42][CH2:43][CH2:44][C:45]#[N:46])=[CH:11][C:12](=[O:16])[O:13]2)=[CH:8][CH:7]=1)=[O:4]. The yield is 0.650. (3) The reactants are [CH3:1][N:2]1[C:6]([C:7]([O:9]C)=[O:8])=[C:5]([C:11]2[CH:16]=[CH:15][CH:14]=[CH:13][CH:12]=2)[CH:4]=[N:3]1.[Li+].[OH-]. The catalyst is C1COCC1. The product is [CH3:1][N:2]1[C:6]([C:7]([OH:9])=[O:8])=[C:5]([C:11]2[CH:16]=[CH:15][CH:14]=[CH:13][CH:12]=2)[CH:4]=[N:3]1. The yield is 0.931. (4) The reactants are [CH:1](=O)[C:2]1[CH:7]=[CH:6][CH:5]=[CH:4][CH:3]=1.[NH:9]1[C:13]2[CH:14]=[CH:15][CH:16]=[CH:17][C:12]=2[N:11]=[C:10]1[CH2:18][N:19]([CH:29]1[C:38]2[N:37]=[CH:36][CH:35]=[CH:34][C:33]=2[CH2:32][CH2:31][CH2:30]1)[CH2:20][C:21]1[CH:26]=[CH:25][C:24]([CH2:27][NH2:28])=[CH:23][CH:22]=1.[BH4-].[Na+]. The catalyst is CO. The product is [CH2:1]([NH:28][CH2:27][C:24]1[CH:25]=[CH:26][C:21]([CH2:20][N:19]([CH2:18][C:10]2[NH:9][C:13]3[CH:14]=[CH:15][CH:16]=[CH:17][C:12]=3[N:11]=2)[CH:29]2[C:38]3[N:37]=[CH:36][CH:35]=[CH:34][C:33]=3[CH2:32][CH2:31][CH2:30]2)=[CH:22][CH:23]=1)[C:2]1[CH:7]=[CH:6][CH:5]=[CH:4][CH:3]=1. The yield is 0.260. (5) The reactants are [CH3:1][C:2]1([CH3:12])[O:6][C@@H:5]([CH:7]=[N:8][OH:9])[C:4]([CH3:11])([CH3:10])[O:3]1.[Cl:13]N1C(=O)CCC1=O.O. The catalyst is CN(C=O)C. The product is [OH:9][N:8]=[C:7]([Cl:13])[C@H:5]1[C:4]([CH3:11])([CH3:10])[O:3][C:2]([CH3:12])([CH3:1])[O:6]1. The yield is 0.796.